Dataset: Full USPTO retrosynthesis dataset with 1.9M reactions from patents (1976-2016). Task: Predict the reactants needed to synthesize the given product. (1) Given the product [N:19]1[CH:18]=[CH:17][C:22]([C:9]2[CH:10]=[CH:11][C:6]([CH2:5][C:4]([O:3][CH2:1][CH3:2])=[O:15])=[CH:7][CH:8]=2)=[CH:21][N:20]=1, predict the reactants needed to synthesize it. The reactants are: [CH2:1]([O:3][C:4](=[O:15])[CH2:5][C:6]1[CH:11]=[CH:10][C:9](B(O)O)=[CH:8][CH:7]=1)[CH3:2].Br[C:17]1[CH:22]=[CH:21][N:20]=[N:19][CH:18]=1.C1(C)C=CC=CC=1.C([O-])([O-])=O.[Na+].[Na+]. (2) Given the product [CH:25]([C:2]1[CH:11]=[C:10]2[C:5]([CH:6]=[C:7]([OH:15])[C:8]([C:12]([OH:14])=[O:13])=[CH:9]2)=[CH:4][CH:3]=1)=[O:26], predict the reactants needed to synthesize it. The reactants are: Br[C:2]1[CH:11]=[C:10]2[C:5]([CH:6]=[C:7]([OH:15])[C:8]([C:12]([OH:14])=[O:13])=[CH:9]2)=[CH:4][CH:3]=1.[H-].[Li+].C([Li])CCC.CN(C)[CH:25]=[O:26].Cl. (3) Given the product [ClH:11].[CH3:12][N:13]([CH2:9][CH2:2][C:1]([C:4]1[S:5][CH:6]=[CH:7][CH:8]=1)=[O:3])[CH3:14], predict the reactants needed to synthesize it. The reactants are: [C:1]([C:4]1[S:5][CH:6]=[CH:7][CH:8]=1)(=[O:3])[CH3:2].[CH2:9]=O.[ClH:11].[CH3:12][NH:13][CH3:14]. (4) Given the product [I-:1].[CH3:4][N:5]([CH3:24])[C:6]1[CH:7]=[C:8]2[C:17](=[CH:18][CH:19]=1)[N:16]=[C:15]1[C:10]([CH:11]=[C:12]([N:71]3[CH2:72][CH2:73][N:68]([CH3:67])[CH2:69][CH2:70]3)[CH:13]=[C:14]1[C:20]([F:23])([F:21])[F:22])=[S+:9]2, predict the reactants needed to synthesize it. The reactants are: [I-:1].[I-:1].[I-:1].[CH3:4][N:5]([CH3:24])[C:6]1[CH:7]=[C:8]2[C:17](=[CH:18][CH:19]=1)[N:16]=[C:15]1[C:10]([CH:11]=[CH:12][CH:13]=[C:14]1[C:20]([F:23])([F:22])[F:21])=[S+:9]2.[CH3:4][N:5]([C:6]1[CH:7]=[C:8]2[C:17](=[CH:18][CH:19]=1)[N:16]=[C:15]1[C:10]([CH:11]=[CH:12][CH:13]=[C:14]1[C:20]([F:23])([F:22])[F:21])=[S+:9]2)[CH3:24].[CH3:4][N:5]([C:6]1[CH:7]=[C:8]2[C:17](=[CH:18][CH:19]=1)[N:16]=[C:15]1[C:10]([CH:11]=[CH:12][CH:13]=[C:14]1[C:20]([F:23])([F:22])[F:21])=[S+:9]2)[CH3:24].[CH3:67][N:68]1[CH2:73][CH2:72][NH:71][CH2:70][CH2:69]1. (5) Given the product [OH:4][CH2:1][C:2]#[C:3][C:6]1[CH:11]=[C:10]([CH3:12])[CH:9]=[CH:8][C:7]=1[NH:13][C:14]([CH:16]1[O:17][C:18]2[CH:25]=[CH:24][C:23]([O:26][C:27]([F:30])([F:28])[F:29])=[CH:22][C:19]=2[NH:20][CH2:21]1)=[O:15], predict the reactants needed to synthesize it. The reactants are: [CH2:1]([OH:4])[C:2]#[CH:3].Br[C:6]1[CH:11]=[C:10]([CH3:12])[CH:9]=[CH:8][C:7]=1[NH:13][C:14]([CH:16]1[CH2:21][NH:20][C:19]2[CH:22]=[C:23]([O:26][C:27]([F:30])([F:29])[F:28])[CH:24]=[CH:25][C:18]=2[O:17]1)=[O:15].C(N(CC)CC)C.